Task: Binary Classification. Given a miRNA mature sequence and a target amino acid sequence, predict their likelihood of interaction.. Dataset: Experimentally validated miRNA-target interactions with 360,000+ pairs, plus equal number of negative samples (1) The miRNA is hsa-miR-34a-5p with sequence UGGCAGUGUCUUAGCUGGUUGU. The protein sequence of the target gene is MARGGRGRRLGLALGLLLALVLAPRVLRAKPTVRKERVVRPDSELGERPPEDNQSFQYDHEAFLGKEDSKTFDQLTPDESKERLGKIVDRIDNDGDGFVTTEELKTWIKRVQKRYIFDNVAKVWKDYDRDKDDKISWEEYKQATYGYYLGNPAEFHDSSDHHTFKKMLPRDERRFKAADLNGDLTATREEFTAFLHPEEFEHMKEIVVLETLEDIDKNGDGFVDQDEYIADMFSHEENGPEPDWVLSEREQFNEFRDLNKDGKLDKDEIRHWILPQDYDHAQAEARHLVYESDKNKDEKL.... Result: 1 (interaction). (2) Result: 0 (no interaction). The miRNA is hsa-miR-3667-3p with sequence ACCUUCCUCUCCAUGGGUCUUU. The protein sequence of the target gene is MAATELRGVVGPGPAAIAAPGGGGAGPPAVGGGGGRGDAGPGPGVAAATAATAGGPGPGAGGVAAGGPGSAPPAAGSGGSGAGGSGSAREGWLFKWTNYIKGYQRRWFVLSNGLLSYYRSKAEMRHTCRGTINLATANITVEDSCNFIISNGGAQTYHLKASSEVERQRWVTALELAKAKAVKMLAESDDSGDEESVSQTDKTELQSTLRTLSSKVEDLSTCNDLIAKHGTALQRSLSELESLKLPAESNEKIKQVNERATLFRITSNAMINACRDFLMLAQTHSKKWQKSLQYERDQRI.... (3) The miRNA is hsa-miR-1269a with sequence CUGGACUGAGCCGUGCUACUGG. The protein sequence of the target gene is MATTVTCTRFTDEYQLYEDIGKGAFSVVRRCVKLCTGHEYAAKIINTKKLSARDHQKLEREARICRLLKHSNIVRLHDSISEEGFHYLVFDLVTGGELFEDIVAREYYSEADASHCIQQILEAVLHCHQMGVVHRDLKPENLLLASKCKGAAVKLADFGLAIEVQGDQQAWFGFAGTPGYLSPEVLRKEAYGKPVDIWACGVILYILLVGYPPFWDEDQHKLYQQIKAGAYDFPSPEWDTVTPEAKNLINQMLTINPAKRITAHEALKHPWVCQRSTVASMMHRQETVECLKKFNARRKL.... Result: 0 (no interaction). (4) The miRNA is hsa-miR-4654 with sequence UGUGGGAUCUGGAGGCAUCUGG. The protein sequence of the target gene is MKRRNADCSKLRRPLKRNRITEGIYGSTFLYLKFLVVWALVLLADFVLEFRFEYLWPFWLFIRSVYDSFRYQGLAFSVFFVCVAFTSNIICLLFIPIQWLFFAASTYVWVQYVWHTERGVCLPTVSLWILFVYIEAAIRFKDLKNFHVDLCRPFAAHCIGYPVVTLGFGFKSYVSYKMRLRKQKEVQKENEFYMQLLQQALPPEQQMLQKQEKEAEEAAKGLPDMDSSILIHHNGGIPANKKLSTTLPEIEYREKGKEKDKDAKKHNLGINNNNILQPVDSKIQEIEYMENHINSKRLNN.... Result: 0 (no interaction). (5) The miRNA is hsa-miR-6070 with sequence CCGGUUCCAGUCCCUGGAG. Result: 0 (no interaction). The protein sequence of the target gene is MKLILWYLVVALWCFFKDVEALLYRQKSDGKIAASRSGGFSYGSSSSGDLDRKKPLFSLEFGSPGETEDKSRQRQDAGSPKSEDTPAGGFFNSSSSSGDSDRTKPFFSLGLGAPGKAEDKSGDSQDAGGSKSEDTPPGGFFYGSSSSGDSDKKKPLFSFEFGATGEDEDKSRERWDAGNSRSEDSPADSTNTRYGAGFSSSGASLDVGFGWGISDEKGLEVSKADGRETRGSGSAGGETIVFGPDAGSSVGTGSSGLKLGAGKGDAAFGFEVSDSNSFGDTGISSKTVEGNQTSSSGGSV.... (6) The miRNA is hsa-miR-525-5p with sequence CUCCAGAGGGAUGCACUUUCU. The protein sequence of the target gene is MAALTIATGTGNWFSALALGVTLLKCLLIPTYHSTDFEVHRNWLAITHSLPISQWYYEATSEWTLDYPPFFAWFEYILSHVAKYFDQEMLNVHNLNYSSSRTLLFQRFSVIFMDVLFVYAVRECCKCIDGKKVGKELTEKPKFILSVLLLWNFGLLIVDHIHFQYNGFLFGLMLLSIARLFQKRHMEGAFLFAVLLHFKHIYLYVAPAYGVYLLRSYCFTANKPDGSIRWKSFSFVRVISLGLVVFLVSALSLGPFLALNQLPQVFSRLFPFKRGLCHAYWAPNFWALYNALDKVLSVIG.... Result: 1 (interaction). (7) The miRNA is hsa-miR-4668-5p with sequence AGGGAAAAAAAAAAGGAUUUGUC. The protein sequence of the target gene is MAAVVLAATRLLRGSGSWGCSRLRFGPPAYRRFSSGGAYPNIPLSSPLPGVPKPVFATVDGQEKFETKVTTLDNGLRVASQNKFGQFCTVGILINSGSRYEAKYLSGIAHFLEKLAFSSTARFDSKDEILLTLEKHGGICDCQTSRDTTMYAVSADSKGLDTVVALLADVVLQPRLTDEEVEMTRMAVQFELEDLNLRPDPEPLLTEMIHEAAYRENTVGLHRFCPTENVAKINREVLHSYLRNYYTPDRMVLAGVGVEHEHLVDCARKYLLGVQPAWGSAEAVDIDRSVAQYTGGIAKL.... Result: 1 (interaction). (8) The miRNA is hsa-miR-335-5p with sequence UCAAGAGCAAUAACGAAAAAUGU. The protein sequence of the target gene is MRAPGALLARMSRLLLLLLLKVSASSALGVAPASRNETCLGESCAPTVIQRRGRDAWGPGNSARDVLRARAPREEQGAAFLAGPSWDLPAAPGRDPAAGRGAEASAAGPPGPPTRPPGPWRWKGARGQEPSETLGRGNPTALQLFLQISEEEEKGPRGAGISGRSQEQSVKTVPGASDLFYWPRRAGKLQGSHHKPLSKTANGLAGHEGWTIALPGRALAQNGSLGEGIHEPGGPRRGNSTNRRVRLKNPFYPLTQESYGAYAVMCLSVVIFGTGIIGNLAVMCIVCHNYYMRSISNSLL.... Result: 1 (interaction).